Predict hERG channel inhibition at various concentrations. From a dataset of hERG Central: cardiac toxicity at 1µM, 10µM, and general inhibition. The compound is CCCCn1c(=N)n(CC(O)COc2cccc(C)c2)c2ccccc21.Cl. Results: hERG_inhib (hERG inhibition (general)): blocker.